This data is from Catalyst prediction with 721,799 reactions and 888 catalyst types from USPTO. The task is: Predict which catalyst facilitates the given reaction. Reactant: [N+:1]([C:4]1[CH:9]=[CH:8][C:7]([C:10]2[C:14]([NH:15][C:16](=[O:27])[O:17][CH:18]([C:20]3[CH:25]=[CH:24][CH:23]=[CH:22][C:21]=3[Cl:26])[CH3:19])=[CH:13][O:12][N:11]=2)=[CH:6][CH:5]=1)([O-])=O. Product: [NH2:1][C:4]1[CH:5]=[CH:6][C:7]([C:10]2[C:14]([NH:15][C:16](=[O:27])[O:17][CH:18]([C:20]3[CH:25]=[CH:24][CH:23]=[CH:22][C:21]=3[Cl:26])[CH3:19])=[CH:13][O:12][N:11]=2)=[CH:8][CH:9]=1. The catalyst class is: 29.